The task is: Predict the product of the given reaction.. This data is from Forward reaction prediction with 1.9M reactions from USPTO patents (1976-2016). (1) Given the reactants [C:1]([O:5][C:6]([NH:8][CH:9]([CH2:15][CH2:16][CH2:17][CH2:18][B:19]1[O:23][C:22]([CH3:25])([CH3:24])[C:21]([CH3:27])([CH3:26])[O:20]1)[C:10]([O:12][CH2:13][CH3:14])=[O:11])=[O:7])([CH3:4])([CH3:3])[CH3:2].CI.[CH3:30][Si]([N-][Si](C)(C)C)(C)C.[Na+], predict the reaction product. The product is: [C:1]([O:5][C:6]([N:8]([CH3:30])[CH:9]([CH2:15][CH2:16][CH2:17][CH2:18][B:19]1[O:20][C:21]([CH3:26])([CH3:27])[C:22]([CH3:25])([CH3:24])[O:23]1)[C:10]([O:12][CH2:13][CH3:14])=[O:11])=[O:7])([CH3:2])([CH3:3])[CH3:4]. (2) Given the reactants C([O-])=O.[NH4+].C([O:12][C:13]1[CH:22]=[C:21]2[C:16]([C:17](=[O:23])[NH:18][CH:19]=[N:20]2)=[C:15]([O:24][CH:25]([CH3:27])[CH3:26])[CH:14]=1)C1C=CC=CC=1, predict the reaction product. The product is: [OH:12][C:13]1[CH:22]=[C:21]2[C:16]([C:17](=[O:23])[NH:18][CH:19]=[N:20]2)=[C:15]([O:24][CH:25]([CH3:27])[CH3:26])[CH:14]=1. (3) Given the reactants [NH:1]1[CH:5]=[C:4]([CH2:6][C:7]([OH:9])=[O:8])[N:3]=[CH:2]1.[ClH:10].[CH3:11]O, predict the reaction product. The product is: [ClH:10].[CH3:11][O:8][C:7](=[O:9])[CH2:6][C:4]1[N:3]=[CH:2][NH:1][CH:5]=1. (4) Given the reactants [S:1]1[C:5]2[CH:6]=[CH:7][CH:8]=[CH:9][C:4]=2[NH:3][CH2:2]1.NC1C=CC=CC=1S.C=O.[Cl:20][C:21]1[CH:22]=[C:23]([CH:27]=[C:28]([F:32])[C:29]=1[O:30][CH3:31])[C:24](Cl)=[O:25], predict the reaction product. The product is: [Cl:20][C:21]1[CH:22]=[C:23]([CH:27]=[C:28]([F:32])[C:29]=1[O:30][CH3:31])[C:24]([N:3]1[C:4]2[CH:9]=[CH:8][CH:7]=[CH:6][C:5]=2[S:1][CH2:2]1)=[O:25]. (5) Given the reactants [Cl:1][C:2]1[CH:7]=[CH:6][C:5]([CH2:8][O:9][CH2:10][CH2:11][CH2:12][N:13](C)[C:14](=O)OC(C)(C)C)=[CH:4][C:3]=1[C:22]([NH:24][CH2:25][C:26]12[CH2:35][CH:30]3[CH2:31][CH:32]([CH2:34][CH:28]([CH2:29]3)[CH2:27]1)[CH2:33]2)=[O:23].Cl.N, predict the reaction product. The product is: [NH3:13].[Cl:1][C:2]1[CH:7]=[CH:6][C:5]([CH2:8][O:9][CH2:10][CH2:11][CH2:12][NH:13][CH3:14])=[CH:4][C:3]=1[C:22]([NH:24][CH2:25][C:26]12[CH2:33][CH:32]3[CH2:31][CH:30]([CH2:29][CH:28]([CH2:34]3)[CH2:27]1)[CH2:35]2)=[O:23]. (6) Given the reactants [Br:1][C:2]1[CH:3]=[C:4]([N:9]2[CH2:14][CH2:13][O:12][CH2:11][CH2:10]2)[C:5]([CH3:8])=[N:6][CH:7]=1.[Li+].CC([N-]C(C)C)C.[O:23]1[CH2:28][CH2:27][C:26](=[O:29])[CH2:25][CH2:24]1, predict the reaction product. The product is: [Br:1][C:2]1[CH:3]=[C:4]([N:9]2[CH2:10][CH2:11][O:12][CH2:13][CH2:14]2)[C:5]([CH2:8][C:26]2([OH:29])[CH2:27][CH2:28][O:23][CH2:24][CH2:25]2)=[N:6][CH:7]=1. (7) Given the reactants Cl[C:2]1[CH:7]=[CH:6][CH:5]=[CH:4][C:3]=1[CH:8]1[CH2:10][CH:9]1[CH:11]1[CH2:13][CH2:12]1.[CH2:14]([NH2:21])[C:15]1[CH:20]=[CH:19][CH:18]=[CH:17][CH:16]=1.C([O-])(C)(C)C.[Na+].C(OCC)(=O)C, predict the reaction product. The product is: [CH2:14]([NH:21][C:2]1[CH:7]=[CH:6][CH:5]=[CH:4][C:3]=1[CH:8]1[CH2:10][CH:9]1[CH:11]1[CH2:13][CH2:12]1)[C:15]1[CH:20]=[CH:19][CH:18]=[CH:17][CH:16]=1. (8) Given the reactants [Br:1][C:2]1[CH:7]=[CH:6][C:5]([C:8]2[N:9]([C:27]3[CH:32]=[CH:31][C:30]([Cl:33])=[CH:29][CH:28]=3)[C:10](=[O:26])[C:11]3[C:16]([C:17]([OH:19])=[O:18])=[N:15][N:14]([C:20]4[CH:25]=[CH:24][CH:23]=[CH:22][CH:21]=4)[C:12]=3[N:13]=2)=[CH:4][CH:3]=1.[C:34](OC(O[C:34]([CH3:37])([CH3:36])[CH3:35])N(C)C)([CH3:37])([CH3:36])[CH3:35], predict the reaction product. The product is: [C:34]([O:18][C:17]([C:16]1[C:11]2[C:10](=[O:26])[N:9]([C:27]3[CH:28]=[CH:29][C:30]([Cl:33])=[CH:31][CH:32]=3)[C:8]([C:5]3[CH:4]=[CH:3][C:2]([Br:1])=[CH:7][CH:6]=3)=[N:13][C:12]=2[N:14]([C:20]2[CH:25]=[CH:24][CH:23]=[CH:22][CH:21]=2)[N:15]=1)=[O:19])([CH3:37])([CH3:36])[CH3:35]. (9) Given the reactants Br[CH2:2][C:3]([C:5]1[CH:12]=[CH:11][C:8]([C:9]#[N:10])=[CH:7][CH:6]=1)=O.[C:13](=[S:23])([NH2:22])[CH2:14][CH2:15][CH2:16][CH2:17][CH2:18][CH2:19][CH2:20][CH3:21], predict the reaction product. The product is: [CH2:14]([C:13]1[S:23][CH:2]=[C:3]([C:5]2[CH:12]=[CH:11][C:8]([C:9]#[N:10])=[CH:7][CH:6]=2)[N:22]=1)[CH2:15][CH2:16][CH2:17][CH2:18][CH2:19][CH2:20][CH3:21]. (10) Given the reactants [H-].[Na+].[C:3]1([CH2:9][C:10]#[N:11])[CH:8]=[CH:7][CH:6]=[CH:5][CH:4]=1.Br[CH2:13][CH2:14][CH2:15][CH2:16][CH3:17], predict the reaction product. The product is: [C:3]1([CH:9]([CH2:13][CH2:14][CH2:15][CH2:16][CH3:17])[C:10]#[N:11])[CH:8]=[CH:7][CH:6]=[CH:5][CH:4]=1.